Dataset: Full USPTO retrosynthesis dataset with 1.9M reactions from patents (1976-2016). Task: Predict the reactants needed to synthesize the given product. (1) Given the product [Cl:18][C:19]1[CH:24]=[CH:23][C:22]([C@@H:25]2[CH2:27][C@H:26]2[C:28]([N:10]2[CH2:9][C@H:8]([C:11]3[CH:12]=[CH:13][CH:14]=[CH:15][CH:16]=3)[NH:7][C:6](=[O:17])[C@@H:5]2[CH2:1][CH:2]([CH3:4])[CH3:3])=[O:29])=[C:21]([F:31])[CH:20]=1, predict the reactants needed to synthesize it. The reactants are: [CH2:1]([C@@H:5]1[NH:10][CH2:9][C@H:8]([C:11]2[CH:16]=[CH:15][CH:14]=[CH:13][CH:12]=2)[NH:7][C:6]1=[O:17])[CH:2]([CH3:4])[CH3:3].[Cl:18][C:19]1[CH:24]=[CH:23][C:22]([C@@H:25]2[CH2:27][C@H:26]2[C:28](O)=[O:29])=[C:21]([F:31])[CH:20]=1.C([C@@H]1N(C(=O)/C=C/C2C=CC=CC=2)C[C@H](CC(C)C)NC1=O)C(C)C. (2) Given the product [F:1][C:2]1[CH:3]=[CH:4][C:5]([CH2:8][O:9][C:10]2[CH:18]=[CH:17][C:16]([C:19]3[CH:20]=[N:21][N:22]([CH3:24])[CH:23]=3)=[CH:15][C:11]=2[C:12]([NH:38][C:36]2[CH:35]=[N:40][O:41][C:37]=2[CH3:32])=[O:13])=[CH:6][CH:7]=1, predict the reactants needed to synthesize it. The reactants are: [F:1][C:2]1[CH:7]=[CH:6][C:5]([CH2:8][O:9][C:10]2[CH:18]=[CH:17][C:16]([C:19]3[CH:20]=[N:21][N:22]([CH3:24])[CH:23]=3)=[CH:15][C:11]=2[C:12](O)=[O:13])=[CH:4][CH:3]=1.CC1C(N)=CON=1.[CH:32]1C=C[C:35]2[N:40]([OH:41])N=[N:38][C:36]=2[CH:37]=1.C(Cl)CCl. (3) Given the product [CH2:7]([O:9][C:10]1[CH:15]=[C:14]([N+:16]([O-:18])=[O:17])[CH:13]=[CH:12][C:11]=1[P:2]([CH3:1])(=[O:6])[O:3][CH2:4][CH3:5])[CH3:8], predict the reactants needed to synthesize it. The reactants are: [CH3:1][PH:2](=[O:6])[O:3][CH2:4][CH3:5].[CH2:7]([O:9][C:10]1[CH:15]=[C:14]([N+:16]([O-:18])=[O:17])[CH:13]=[CH:12][C:11]=1I)[CH3:8].CCN(C(C)C)C(C)C.Cl.